This data is from NCI-60 drug combinations with 297,098 pairs across 59 cell lines. The task is: Regression. Given two drug SMILES strings and cell line genomic features, predict the synergy score measuring deviation from expected non-interaction effect. (1) Drug 1: CC(C1=C(C=CC(=C1Cl)F)Cl)OC2=C(N=CC(=C2)C3=CN(N=C3)C4CCNCC4)N. Drug 2: C1=NC2=C(N=C(N=C2N1C3C(C(C(O3)CO)O)F)Cl)N. Cell line: HOP-92. Synergy scores: CSS=40.2, Synergy_ZIP=3.30, Synergy_Bliss=4.25, Synergy_Loewe=-4.41, Synergy_HSA=6.39. (2) Drug 1: CC12CCC(CC1=CCC3C2CCC4(C3CC=C4C5=CN=CC=C5)C)O. Drug 2: COC1=C2C(=CC3=C1OC=C3)C=CC(=O)O2. Cell line: KM12. Synergy scores: CSS=-2.43, Synergy_ZIP=1.31, Synergy_Bliss=13.4, Synergy_Loewe=-6.34, Synergy_HSA=-0.833.